This data is from Catalyst prediction with 721,799 reactions and 888 catalyst types from USPTO. The task is: Predict which catalyst facilitates the given reaction. (1) Reactant: [C:1]([O:5][C:6]([NH:8][CH:9]1[CH2:14][N:13]([C:15]([O-])=O)[CH2:12][C:11]([F:19])([F:18])[CH2:10]1)=[O:7])([CH3:4])([CH3:3])[CH3:2].CCN(C(C)C)C(C)C.ClC1[CH:35]=[CH:34][N:33]=[CH:32][C:31]=1[N+:36]([O-:38])=[O:37]. Product: [F:18][C:11]1([F:19])[CH2:12][N:13]([C:15]2[CH:35]=[CH:34][N:33]=[CH:32][C:31]=2[N+:36]([O-:38])=[O:37])[CH2:14][C@@H:9]([NH:8][C:6](=[O:7])[O:5][C:1]([CH3:4])([CH3:3])[CH3:2])[CH2:10]1. The catalyst class is: 515. (2) Reactant: [Cl:1][C:2]1[CH:3]=[C:4]2[C:9](=[CH:10][CH:11]=1)[S:8][CH2:7][CH2:6][C:5]2([C:13]([OH:15])=[O:14])[OH:12].CCCCCCC.C(OCC)(=O)C. Product: [Cl:1][C:2]1[CH:3]=[C:4]2[C:9](=[CH:10][CH:11]=1)[S:8][CH2:7][CH2:6][C@@:5]2([C:13]([OH:15])=[O:14])[OH:12]. The catalyst class is: 106.